This data is from Full USPTO retrosynthesis dataset with 1.9M reactions from patents (1976-2016). The task is: Predict the reactants needed to synthesize the given product. (1) Given the product [OH:1][C:2]1[CH:7]=[CH:6][C:5]([C:8]([C:10]2[CH:18]=[CH:17][CH:16]=[CH:15][C:11]=2[C:12]([O:14][CH2:28][C:29]2[CH:34]=[CH:33][CH:32]=[CH:31][CH:30]=2)=[O:13])=[O:9])=[CH:4][C:3]=1[N+:19]([O-:21])=[O:20], predict the reactants needed to synthesize it. The reactants are: [OH:1][C:2]1[CH:7]=[CH:6][C:5]([C:8]([C:10]2[CH:18]=[CH:17][CH:16]=[CH:15][C:11]=2[C:12]([OH:14])=[O:13])=[O:9])=[CH:4][C:3]=1[N+:19]([O-:21])=[O:20].C(=O)([O-])[O-].[Cs+].[Cs+].[CH2:28](Br)[C:29]1[CH:34]=[CH:33][CH:32]=[CH:31][CH:30]=1.C(O)(=O)CC(CC(O)=O)(C(O)=O)O. (2) Given the product [CH2:1]([O:8][C:9]1[CH:10]=[CH:11][C:12]([O:15][C:23]2[CH:28]=[CH:27][N:26]=[CH:25][CH:24]=2)=[CH:13][CH:14]=1)[C:2]1[CH:3]=[CH:4][CH:5]=[CH:6][CH:7]=1, predict the reactants needed to synthesize it. The reactants are: [CH2:1]([O:8][C:9]1[CH:14]=[CH:13][C:12]([OH:15])=[CH:11][CH:10]=1)[C:2]1[CH:7]=[CH:6][CH:5]=[CH:4][CH:3]=1.C([O-])([O-])=O.[Cs+].[Cs+].I[C:23]1[CH:28]=[CH:27][N:26]=[CH:25][CH:24]=1.COCCOCCOC. (3) Given the product [Cl:26][C:27]1[CH:28]=[C:29]([C:8]2[S:12][C:11]([C:13]([OH:15])=[O:14])=[N:10][C:9]=2[C:18]2[CH:23]=[CH:22][CH:21]=[C:20]([C:24]#[N:25])[CH:19]=2)[CH:30]=[C:31]([F:33])[CH:32]=1, predict the reactants needed to synthesize it. The reactants are: C(=O)([O-])[O-].[Na+].[Na+].Br[C:8]1[S:12][C:11]([C:13]([O:15]CC)=[O:14])=[N:10][C:9]=1[C:18]1[CH:23]=[CH:22][CH:21]=[C:20]([C:24]#[N:25])[CH:19]=1.[Cl:26][C:27]1[CH:28]=[C:29](B(O)O)[CH:30]=[C:31]([F:33])[CH:32]=1. (4) Given the product [C:1]1([O:11][CH2:12][CH2:13][CH2:14][SiH:15]([Cl:17])[Cl:16])[C:10]2[C:5](=[CH:6][CH:7]=[CH:8][CH:9]=2)[CH:4]=[CH:3][CH:2]=1, predict the reactants needed to synthesize it. The reactants are: [C:1]1([O:11][CH2:12][CH2:13][CH2:14][Si:15](Cl)([Cl:17])[Cl:16])[C:10]2[C:5](=[CH:6][CH:7]=[CH:8][CH:9]=2)[CH:4]=[CH:3][CH:2]=1.C[SiH](Cl)Cl. (5) The reactants are: Cl[C:2]1[N:11]=[CH:10][C:9]2[N:8]3[CH:12]=[N:13][C:14]([C:15]#[N:16])=[C:7]3[C@@H:6]([CH2:17][CH3:18])[N:5]([CH:19]([CH3:21])[CH3:20])[C:4]=2[N:3]=1.[NH2:22][C:23]1[CH:24]=[C:25]([CH:29]=[CH:30][C:31]=1[O:32][CH3:33])[C:26]([OH:28])=[O:27].Cl. Given the product [C:15]([C:14]1[N:13]=[CH:12][N:8]2[C:7]=1[C@@H:6]([CH2:17][CH3:18])[N:5]([CH:19]([CH3:21])[CH3:20])[C:4]1[N:3]=[C:2]([NH:22][C:23]3[CH:24]=[C:25]([CH:29]=[CH:30][C:31]=3[O:32][CH3:33])[C:26]([OH:28])=[O:27])[N:11]=[CH:10][C:9]2=1)#[N:16], predict the reactants needed to synthesize it.